This data is from Reaction yield outcomes from USPTO patents with 853,638 reactions. The task is: Predict the reaction yield, written as a fraction of the theoretical maximum amount of product (1.0 means a 100% yield; for example, 0.34 means a 34% yield). (1) The reactants are [C:1]([C:3]1[CH:27]=[CH:26][C:6]([O:7][CH2:8][CH2:9][N:10]([CH2:15][CH2:16][N:17]2[CH2:24][CH:23]3[O:25][CH:19]([CH2:20][NH:21][CH2:22]3)[CH2:18]2)[S:11]([CH3:14])(=[O:13])=[O:12])=[CH:5][CH:4]=1)#[N:2].Br[CH2:29][C:30]1[CH:37]=[CH:36][CH:35]=[CH:34][C:31]=1[C:32]#[N:33].C(=O)([O-])[O-].[K+].[K+]. The catalyst is C(#N)C. The product is [C:32]([C:31]1[CH:34]=[CH:35][CH:36]=[CH:37][C:30]=1[CH2:29][N:21]1[CH2:22][CH:23]2[O:25][CH:19]([CH2:18][N:17]([CH2:16][CH2:15][N:10]([CH2:9][CH2:8][O:7][C:6]3[CH:5]=[CH:4][C:3]([C:1]#[N:2])=[CH:27][CH:26]=3)[S:11]([CH3:14])(=[O:13])=[O:12])[CH2:24]2)[CH2:20]1)#[N:33]. The yield is 0.559. (2) The reactants are [CH2:1]([C:3]1[N:4]([C:28]2[CH:33]=[CH:32][C:31]([O:34][C:35]3([CH2:39][OH:40])[CH2:38][CH2:37][CH2:36]3)=[CH:30][CH:29]=2)[C:5](=[O:27])[C:6]([CH2:12][C:13]2[CH:18]=[CH:17][C:16]([C:19]3[C:20]([C:25]#[N:26])=[CH:21][CH:22]=[CH:23][CH:24]=3)=[CH:15][CH:14]=2)=[C:7]([CH2:9][CH2:10][CH3:11])[N:8]=1)[CH3:2].[N:41]1C(C)=CC=CC=1C.FC(F)(F)S(O[Si](C(C)(C)C)(C)C)(=O)=O.[C:64]([O:67]CC)(=[O:66])C. The catalyst is ClCCl. The product is [CH2:1]([C:3]1[N:4]([C:28]2[CH:33]=[CH:32][C:31]([O:34][C:35]3([CH2:39][OH:40])[CH2:36][CH2:37][CH2:38]3)=[CH:30][CH:29]=2)[C:5](=[O:27])[C:6]([CH2:12][C:13]2[CH:14]=[CH:15][C:16]([C:19]3[CH:24]=[CH:23][CH:22]=[CH:21][C:20]=3[C:25]3[NH:41][C:64](=[O:66])[O:67][N:26]=3)=[CH:17][CH:18]=2)=[C:7]([CH2:9][CH2:10][CH3:11])[N:8]=1)[CH3:2]. The yield is 0.760.